This data is from Forward reaction prediction with 1.9M reactions from USPTO patents (1976-2016). The task is: Predict the product of the given reaction. (1) Given the reactants [C:1]1([C@H:7]([CH3:38])[CH2:8][N:9]([CH2:17][CH2:18][CH2:19][S:20][CH2:21][CH2:22][NH:23][CH2:24][C@H:25]([OH:37])[C:26]2[C:34]3[S:33][C:32](=[O:35])[NH:31][C:30]=3[C:29]([OH:36])=[CH:28][CH:27]=2)C(=O)OC(C)(C)C)[CH:6]=[CH:5][CH:4]=[CH:3][CH:2]=1.[ClH:39], predict the reaction product. The product is: [ClH:39].[ClH:39].[C:1]1([C@H:7]([CH3:38])[CH2:8][NH:9][CH2:17][CH2:18][CH2:19][S:20][CH2:21][CH2:22][NH:23][CH2:24][C@@H:25]([C:26]2[C:34]3[S:33][C:32](=[O:35])[NH:31][C:30]=3[C:29]([OH:36])=[CH:28][CH:27]=2)[OH:37])[CH:6]=[CH:5][CH:4]=[CH:3][CH:2]=1. (2) Given the reactants [CH3:1][O:2][C@@H:3]1[C@@H:7]([CH2:8][OH:9])[O:6][C@@H:5]([N:10]2[C:19]3[N:18]=[CH:17][N:16]=[C:14]([NH2:15])[C:13]=3[N:12]=[CH:11]2)[C@@H:4]1[OH:20].[Si:21](Cl)([C:24]([CH3:27])([CH3:26])[CH3:25])([CH3:23])[CH3:22], predict the reaction product. The product is: [Si:21]([O:9][CH2:8][C@H:7]1[O:6][C@@H:5]([N:10]2[C:19]3[N:18]=[CH:17][N:16]=[C:14]([NH2:15])[C:13]=3[N:12]=[CH:11]2)[C@H:4]([OH:20])[C@@H:3]1[O:2][CH3:1])([C:24]([CH3:27])([CH3:26])[CH3:25])([CH3:23])[CH3:22]. (3) Given the reactants [H-].[Na+].Cl[C:4]1[C:5]([CH3:15])=[C:6]([CH3:14])[C:7]2[N:8]([C:10]([NH2:13])=[N:11][N:12]=2)[N:9]=1.[OH2:16], predict the reaction product. The product is: [C@@H:5]([O:16][C:4]1[C:5]([CH3:15])=[C:6]([CH3:14])[C:7]2[N:8]([C:10]([NH2:13])=[N:11][N:12]=2)[N:9]=1)([CH2:6][CH3:7])[CH3:4]. (4) Given the reactants [NH2:1][C:2]1[CH:7]=[CH:6][CH:5]=[CH:4][C:3]=1[NH:8][C:9]([C:11]1[S:19][C:18]2[CH2:17][CH2:16][NH:15][CH2:14][C:13]=2[CH:12]=1)=[O:10].C1([O:26][C:27](=O)[NH:28][C:29]2[CH:30]=[N:31][CH:32]=[CH:33][CH:34]=2)C=CC=CC=1.CCN(CC)CC, predict the reaction product. The product is: [NH2:1][C:2]1[CH:7]=[CH:6][CH:5]=[CH:4][C:3]=1[NH:8][C:9]([C:11]1[S:19][C:18]2[CH2:17][CH2:16][N:15]([C:27]([NH:28][C:29]3[CH:30]=[N:31][CH:32]=[CH:33][CH:34]=3)=[O:26])[CH2:14][C:13]=2[CH:12]=1)=[O:10]. (5) Given the reactants [NH2:1][C:2]1[CH:19]=[CH:18][C:5]2[CH2:6][CH2:7][CH2:8][N:9]([C:11]([O:13][C:14]([CH3:17])([CH3:16])[CH3:15])=[O:12])[CH2:10][C:4]=2[CH:3]=1.C1(COC([NH:30][C@H:31]([C:36](NC2C=CC3CN(C(OC(C)(C)C)=O)CCCC=3C=2)=[O:37])[CH2:32][CH2:33]SC)=O)C=CC=CC=1, predict the reaction product. The product is: [NH2:30][C@H:31]1[CH2:32][CH2:33][N:1]([C:2]2[CH:19]=[CH:18][C:5]3[CH2:6][CH2:7][CH2:8][N:9]([C:11]([O:13][C:14]([CH3:16])([CH3:15])[CH3:17])=[O:12])[CH2:10][C:4]=3[CH:3]=2)[C:36]1=[O:37].